From a dataset of Catalyst prediction with 721,799 reactions and 888 catalyst types from USPTO. Predict which catalyst facilitates the given reaction. (1) Reactant: C[O:2][C:3]([C:5]1[C:10]([O:11][CH2:12][C:13]2[CH:18]=[CH:17][C:16]([O:19][CH3:20])=[CH:15][CH:14]=2)=[C:9]([O:21][CH2:22][C:23]2[CH:28]=[CH:27][C:26]([O:29][CH3:30])=[CH:25][CH:24]=2)[N:8]=[C:7]([C:31]2[CH:36]=[CH:35][C:34]([CH3:37])=[CH:33][CH:32]=2)[N:6]=1)=[O:4].FC(F)(F)C(O)=O.C([SiH](CC)CC)C. Product: [CH3:20][O:19][C:16]1[CH:15]=[CH:14][C:13]([CH2:12][O:11][C:10]2[C:5]([C:3]([OH:4])=[O:2])=[N:6][C:7]([C:31]3[CH:36]=[CH:35][C:34]([CH3:37])=[CH:33][CH:32]=3)=[N:8][C:9]=2[O:21][CH2:22][C:23]2[CH:28]=[CH:27][C:26]([O:29][CH3:30])=[CH:25][CH:24]=2)=[CH:18][CH:17]=1. The catalyst class is: 2. (2) Reactant: [CH2:1]([C@@H:8]1[O:13][CH2:12][CH2:11][N:10]([CH2:14][C@H:15]([O:20][C:21](=[O:30])[NH:22][C:23]2[CH:28]=[CH:27][C:26]([Cl:29])=[CH:25][CH:24]=2)[C:16]([F:19])([F:18])[F:17])[CH2:9]1)[C:2]1[CH:7]=[CH:6][CH:5]=[CH:4][CH:3]=1.Cl.CCCCCC. Product: [ClH:29].[CH2:1]([C@@H:8]1[O:13][CH2:12][CH2:11][N:10]([CH2:14][C@H:15]([O:20][C:21](=[O:30])[NH:22][C:23]2[CH:24]=[CH:25][C:26]([Cl:29])=[CH:27][CH:28]=2)[C:16]([F:17])([F:18])[F:19])[CH2:9]1)[C:2]1[CH:3]=[CH:4][CH:5]=[CH:6][CH:7]=1. The catalyst class is: 28. (3) Reactant: [H-].[H-].[H-].[H-].[Li+].[Al+3].C[O:8][C:9]([C:11]1[N:12]([CH:16]2[C:25]3[C:20](=[CH:21][CH:22]=[CH:23][CH:24]=3)[N:19](C(=O)C3C=CC=CC=3)[CH2:18][C:17]2([CH3:35])[CH3:34])[CH:13]=[N:14][CH:15]=1)=O.[F-].[Na+].O. Product: [CH3:34][C:17]1([CH3:35])[CH:16]([N:12]2[C:11]([CH2:9][OH:8])=[CH:15][N:14]=[CH:13]2)[C:25]2[C:20](=[CH:21][CH:22]=[CH:23][CH:24]=2)[NH:19][CH2:18]1. The catalyst class is: 1. (4) Reactant: [F:1][C:2]([F:22])([F:21])[C:3]1[CH:4]=[C:5]([C:9]2[CH:10]=[CH:11][C:12]3[N:18]4[CH2:19][C@H:15]([CH2:16][CH2:17]4)[NH:14][C:13]=3[N:20]=2)[CH:6]=[CH:7][CH:8]=1.[H-].[Na+].[N:25]([C:28]1[CH:29]=[C:30]([C:34]2[O:38][CH:37]=[N:36][CH:35]=2)[CH:31]=[CH:32][CH:33]=1)=[C:26]=[S:27].CO. Product: [O:38]1[C:34]([C:30]2[CH:29]=[C:28]([NH:25][C:26]([N:14]3[C@@H:15]4[CH2:19][N:18]([CH2:17][CH2:16]4)[C:12]4[CH:11]=[CH:10][C:9]([C:5]5[CH:6]=[CH:7][CH:8]=[C:3]([C:2]([F:21])([F:1])[F:22])[CH:4]=5)=[N:20][C:13]3=4)=[S:27])[CH:33]=[CH:32][CH:31]=2)=[CH:35][N:36]=[CH:37]1. The catalyst class is: 3. (5) Reactant: FC(F)(F)S(O[C:7]1[C:15]([CH3:16])=[CH:14][C:13]([N+:17]([O-:19])=[O:18])=[C:12]2[C:8]=1[CH2:9][CH2:10][CH2:11]2)(=O)=O.O.[I-:23].[Li+]. Product: [I:23][C:7]1[C:15]([CH3:16])=[CH:14][C:13]([N+:17]([O-:19])=[O:18])=[C:12]2[C:8]=1[CH2:9][CH2:10][CH2:11]2. The catalyst class is: 9. (6) Reactant: C(O)(=O)C.[CH3:5][C:6]1[NH:7][C:8]2[C:13]([C:14]=1[CH2:15][C:16]([O:18][CH3:19])=[O:17])=[CH:12][C:11]([O:20][CH3:21])=[CH:10][CH:9]=2.[Br:22]Br.C(=O)([O-])O.[Na+]. Product: [Br:22][C:12]1[C:11]([O:20][CH3:21])=[CH:10][CH:9]=[C:8]2[C:13]=1[C:14]([CH2:15][C:16]([O:18][CH3:19])=[O:17])=[C:6]([CH3:5])[NH:7]2. The catalyst class is: 6. (7) Reactant: C(N(CC)CC)C.[F:8][C:9]1[C:14]([F:15])=[CH:13][CH:12]=[CH:11][C:10]=1[C@H:16]1[CH2:22][N:21]2[C:23]([CH2:26][C:27]([F:30])([F:29])[F:28])=[CH:24][N:25]=[C:20]2[C@H:19]([NH2:31])[CH2:18][CH2:17]1.Cl[C:33](OC1C=CC([N+]([O-])=O)=CC=1)=[O:34].[NH:45]1[CH2:50][CH2:49][CH:48]([N:51]2[CH2:57][CH2:56][C:55]3[CH:58]=[CH:59][CH:60]=[CH:61][C:54]=3[NH:53][C:52]2=[O:62])[CH2:47][CH2:46]1.C(=O)([O-])[O-].[Na+].[Na+]. Product: [F:8][C:9]1[C:14]([F:15])=[CH:13][CH:12]=[CH:11][C:10]=1[C@H:16]1[CH2:22][N:21]2[C:23]([CH2:26][C:27]([F:30])([F:28])[F:29])=[CH:24][N:25]=[C:20]2[C@H:19]([NH:31][C:33]([N:45]2[CH2:46][CH2:47][CH:48]([N:51]3[CH2:57][CH2:56][C:55]4[CH:58]=[CH:59][CH:60]=[CH:61][C:54]=4[NH:53][C:52]3=[O:62])[CH2:49][CH2:50]2)=[O:34])[CH2:18][CH2:17]1. The catalyst class is: 7. (8) Reactant: [CH3:1][O:2][C:3]1[C:26]([O:27][CH3:28])=[CH:25][C:6]2[C:7]3[N:12]([CH:13]([C:15]([F:18])([F:17])[F:16])[CH2:14][C:5]=2[CH:4]=1)[CH:11]=[C:10]([C:19]([O:21]CC)=[O:20])[C:9](=[O:24])[CH:8]=3.O.[OH-].[Li+].Cl. Product: [CH3:1][O:2][C:3]1[C:26]([O:27][CH3:28])=[CH:25][C:6]2[C:7]3[N:12]([CH:13]([C:15]([F:18])([F:16])[F:17])[CH2:14][C:5]=2[CH:4]=1)[CH:11]=[C:10]([C:19]([OH:21])=[O:20])[C:9](=[O:24])[CH:8]=3. The catalyst class is: 24. (9) Reactant: [F:1][C:2]([F:50])([F:49])[C:3]([CH2:18][N:19]1[C:28]2[C:23](=[CH:24][CH:25]=[CH:26][CH:27]=2)[C:22](=[N:29]C(C2C=CC=CC=2)(C2C=CC=CC=2)C2C=CC=CC=2)[CH:21]=[CH:20]1)([OH:17])[CH2:4][C:5]([C:8]1[CH:13]=[C:12]([F:14])[CH:11]=[CH:10][C:9]=1[O:15][CH3:16])([CH3:7])[CH3:6].FC(F)(F)C(O)=O. Product: [F:50][C:2]([F:1])([F:49])[C:3]([CH2:18][N:19]1[C:28]2[C:23](=[CH:24][CH:25]=[CH:26][CH:27]=2)[C:22](=[NH:29])[CH:21]=[CH:20]1)([OH:17])[CH2:4][C:5]([C:8]1[CH:13]=[C:12]([F:14])[CH:11]=[CH:10][C:9]=1[O:15][CH3:16])([CH3:7])[CH3:6]. The catalyst class is: 2.